The task is: Regression. Given a peptide amino acid sequence and an MHC pseudo amino acid sequence, predict their binding affinity value. This is MHC class II binding data.. This data is from Peptide-MHC class II binding affinity with 134,281 pairs from IEDB. (1) The peptide sequence is HDYNFVKAINAIQKSWT. The MHC is DRB1_1101 with pseudo-sequence DRB1_1101. The binding affinity (normalized) is 0.537. (2) The peptide sequence is KQQVIAELYEKFFRI. The MHC is DRB1_0301 with pseudo-sequence DRB1_0301. The binding affinity (normalized) is 0.544.